Task: Predict which catalyst facilitates the given reaction.. Dataset: Catalyst prediction with 721,799 reactions and 888 catalyst types from USPTO (1) Reactant: C[O:2][C:3](=O)[CH2:4][C:5]1[C:6]([F:22])=[C:7]2[C:12](=[CH:13][C:14]=1[F:15])[N:11]=[CH:10][C:9]([C:16]1[CH:17]=[N:18][N:19]([CH3:21])[CH:20]=1)=[CH:8]2.[NH2:24][NH2:25]. Product: [F:22][C:6]1[C:5]([CH2:4][C:3]([NH:24][NH2:25])=[O:2])=[C:14]([F:15])[CH:13]=[C:12]2[C:7]=1[CH:8]=[C:9]([C:16]1[CH:17]=[N:18][N:19]([CH3:21])[CH:20]=1)[CH:10]=[N:11]2. The catalyst class is: 5. (2) Reactant: C(Cl)(=O)C(Cl)=O.CS(C)=O.[CH2:11]([N:14]1[C:22]2[C:17](=[CH:18][CH:19]=[C:20]([C:23]([O:25][CH3:26])=[O:24])[CH:21]=2)[C:16]([CH:27]2[CH2:32][CH2:31][CH2:30][CH2:29][CH2:28]2)=[C:15]1[C:33]1[CH:38]=[CH:37][CH:36]=[CH:35][C:34]=1[CH2:39][OH:40])[CH:12]=[CH2:13].CCN(CC)CC. Product: [CH2:11]([N:14]1[C:22]2[C:17](=[CH:18][CH:19]=[C:20]([C:23]([O:25][CH3:26])=[O:24])[CH:21]=2)[C:16]([CH:27]2[CH2:32][CH2:31][CH2:30][CH2:29][CH2:28]2)=[C:15]1[C:33]1[CH:38]=[CH:37][CH:36]=[CH:35][C:34]=1[CH:39]=[O:40])[CH:12]=[CH2:13]. The catalyst class is: 2. (3) Reactant: [Cl:1][C:2]1[N:3]=[C:4](Cl)[C:5]2[CH2:10][N:9]([C:11]([O:13][C:14]([CH3:17])([CH3:16])[CH3:15])=[O:12])[CH2:8][C:6]=2[N:7]=1.CCN(C(C)C)C(C)C.[NH:28]1[CH2:33][CH2:32][O:31][CH2:30][CH2:29]1.CCOC(C)=O. Product: [Cl:1][C:2]1[N:3]=[C:4]([N:28]2[CH2:33][CH2:32][O:31][CH2:30][CH2:29]2)[C:5]2[CH2:10][N:9]([C:11]([O:13][C:14]([CH3:17])([CH3:16])[CH3:15])=[O:12])[CH2:8][C:6]=2[N:7]=1. The catalyst class is: 326. (4) Reactant: FC(F)(F)S(O[C@@H:7]([C:12]1[CH:13]=[N:14][C:15]([Cl:18])=[CH:16][CH:17]=1)[C:8]([F:11])([F:10])[F:9])(=O)=O.[F:21][CH2:22][CH2:23][N:24]([C@H:32]1[CH2:36][CH2:35][NH:34][CH2:33]1)[C:25](=[O:31])[O:26][C:27]([CH3:30])([CH3:29])[CH3:28].C([O-])([O-])=O.[K+].[K+]. Product: [Cl:18][C:15]1[N:14]=[CH:13][C:12]([C@@H:7]([N:34]2[CH2:35][CH2:36][C@H:32]([N:24]([CH2:23][CH2:22][F:21])[C:25](=[O:31])[O:26][C:27]([CH3:28])([CH3:29])[CH3:30])[CH2:33]2)[C:8]([F:9])([F:10])[F:11])=[CH:17][CH:16]=1. The catalyst class is: 1. (5) Reactant: F[C:2]1[CH:7]=[CH:6][CH:5]=[CH:4][C:3]=1[N+:8]([O-:10])=[O:9].[Br:11][C:12]1[CH:18]=[CH:17][C:15]([NH2:16])=[CH:14][CH:13]=1.C([O-])(C)(C)C.[K+]. Product: [Br:11][C:12]1[CH:18]=[CH:17][C:15]([NH:16][C:2]2[CH:7]=[CH:6][CH:5]=[CH:4][C:3]=2[N+:8]([O-:10])=[O:9])=[CH:14][CH:13]=1. The catalyst class is: 16. (6) Product: [CH3:1][O:2][C:3](=[O:15])[C:4]1[CH:13]=[CH:12][C:7]([C:8]([O:10][CH3:11])=[O:9])=[CH:6][C:5]=1[O:22][C:16]1[CH:21]=[CH:20][CH:19]=[CH:18][CH:17]=1. Reactant: [CH3:1][O:2][C:3](=[O:15])[C:4]1[CH:13]=[CH:12][C:7]([C:8]([O:10][CH3:11])=[O:9])=[CH:6][C:5]=1I.[C:16]1([OH:22])[CH:21]=[CH:20][CH:19]=[CH:18][CH:17]=1.C(=O)([O-])[O-].[Cs+].[Cs+].C1(C)C=CC=CC=1. The catalyst class is: 25. (7) Reactant: Cl.[NH:2]1[CH2:6][CH2:5][CH:4]([C:7]([O:9][CH3:10])=[O:8])[CH2:3]1.C([O-])([O-])=O.[K+].[K+].C1COCC1.O.[C:23](Cl)(=[O:32])[O:24][CH2:25][C:26]1[CH:31]=[CH:30][CH:29]=[CH:28][CH:27]=1. Product: [N:2]1([C:23]([O:24][CH2:25][C:26]2[CH:31]=[CH:30][CH:29]=[CH:28][CH:27]=2)=[O:32])[CH2:6][CH2:5][CH:4]([C:7]([O:9][CH3:10])=[O:8])[CH2:3]1. The catalyst class is: 28. (8) Reactant: [O:1]([C:9]1[CH:10]=[CH:11][C:12]2[CH2:13][C@H:14]3[NH:26][CH2:25][CH2:24][C@:20]45[C:21]=2[C:22]=1[O:23][CH:19]4[CH:18]([O:27][Si:28]([C:31]([CH3:34])([CH3:33])[CH3:32])([CH3:30])[CH3:29])[CH:17]=[CH:16][C@@H:15]35)[Si:2]([C:5]([CH3:8])([CH3:7])[CH3:6])([CH3:4])[CH3:3].[C:35](#[N:38])[CH:36]=[CH2:37]. Product: [O:1]([C:9]1[CH:10]=[CH:11][C:12]2[CH2:13][C@H:14]3[N:26]([CH2:37][CH2:36][C:35]#[N:38])[CH2:25][CH2:24][C@:20]45[C:21]=2[C:22]=1[O:23][CH:19]4[CH:18]([O:27][Si:28]([C:31]([CH3:34])([CH3:33])[CH3:32])([CH3:29])[CH3:30])[CH:17]=[CH:16][C@@H:15]35)[Si:2]([C:5]([CH3:7])([CH3:6])[CH3:8])([CH3:3])[CH3:4]. The catalyst class is: 8. (9) Reactant: [NH2:1][C:2]1[CH:7]=[C:6]([CH:8]([CH3:10])[CH3:9])[C:5]([NH:11]S(C2C=CC(C)=CC=2)(=O)=O)=[C:4]([CH:22]([CH3:24])[CH3:23])[CH:3]=1.Br[CH2:26][CH2:27][O:28][CH2:29][CH2:30]Br.C(N(CC)C(C)C)(C)C.CN1CCCC1. Product: [CH:22]([C:4]1[CH:3]=[C:2]([N:1]2[CH2:30][CH2:29][O:28][CH2:27][CH2:26]2)[CH:7]=[C:6]([CH:8]([CH3:9])[CH3:10])[C:5]=1[NH2:11])([CH3:23])[CH3:24]. The catalyst class is: 13.